This data is from Full USPTO retrosynthesis dataset with 1.9M reactions from patents (1976-2016). The task is: Predict the reactants needed to synthesize the given product. (1) Given the product [NH:13]1[C:14]2[CH:15]=[CH:9][CH:8]=[CH:7][C:17]=2[CH:16]=[CH:10][CH:11]=[CH:12]1, predict the reactants needed to synthesize it. The reactants are: CN1C([C:7]2[CH:17]=[CH:16][C:10]3[CH2:11][CH2:12][NH:13][CH2:14][CH2:15][C:9]=3[CH:8]=2)=CC(C)=N1.C(N(CC)CC)C.FC(F)(F)C(OC(=O)C(F)(F)F)=O. (2) Given the product [Cl:17][C:14]1[CH:15]=[CH:16][C:11]([C:8]2[N:6]3[CH:7]=[C:2]([C:29]4[N:25]([C:22]5[CH:23]=[CH:24][C:19]([Cl:18])=[CH:20][CH:21]=5)[N:26]=[CH:27][CH:28]=4)[CH:3]=[CH:4][C:5]3=[N:10][CH:9]=2)=[CH:12][CH:13]=1, predict the reactants needed to synthesize it. The reactants are: Br[C:2]1[CH:3]=[CH:4][C:5]2[N:6]([C:8]([C:11]3[CH:16]=[CH:15][C:14]([Cl:17])=[CH:13][CH:12]=3)=[CH:9][N:10]=2)[CH:7]=1.[Cl:18][C:19]1[CH:24]=[CH:23][C:22]([N:25]2[C:29](B3OC(C)(C)C(C)(C)O3)=[CH:28][CH:27]=[N:26]2)=[CH:21][CH:20]=1. (3) Given the product [CH:1]1([CH2:7][C@H:8]([N:12]2[CH2:20][C:19]3[C:14](=[CH:15][CH:16]=[CH:17][CH:18]=3)[C:13]2=[O:21])[C:9]([NH:31][C:28]2[CH:29]=[CH:30][N:26]([CH2:25][CH2:24][O:23][CH3:22])[N:27]=2)=[O:10])[CH2:6][CH2:5][CH2:4][CH2:3][CH2:2]1, predict the reactants needed to synthesize it. The reactants are: [CH:1]1([CH2:7][C@H:8]([N:12]2[CH2:20][C:19]3[C:14](=[CH:15][CH:16]=[CH:17][CH:18]=3)[C:13]2=[O:21])[C:9](O)=[O:10])[CH2:6][CH2:5][CH2:4][CH2:3][CH2:2]1.[CH3:22][O:23][CH2:24][CH2:25][N:26]1[CH:30]=[CH:29][C:28]([NH2:31])=[N:27]1.F[P-](F)(F)(F)(F)F.N1(O[P+](N(C)C)(N(C)C)N(C)C)C2C=CC=CC=2N=N1.C(N(CC)C(C)C)(C)C. (4) Given the product [Si:21]([O:28][C@@H:29]([CH3:40])[C@@H:30]([OH:39])[CH2:31][CH2:32][C:33]1[CH:34]=[CH:35][CH:36]=[CH:37][CH:38]=1)([C:24]([CH3:27])([CH3:26])[CH3:25])([CH3:23])[CH3:22].[Si:1]([O:8][C@@H:9]([CH2:13][CH2:14][C:15]1[CH:16]=[CH:17][CH:18]=[CH:19][CH:20]=1)[C@@H:10]([OH:12])[CH3:11])([C:4]([CH3:7])([CH3:5])[CH3:6])([CH3:3])[CH3:2], predict the reactants needed to synthesize it. The reactants are: [Si:1]([O:8][C@@H:9](/[CH:13]=[CH:14]/[C:15]1[CH:20]=[CH:19][CH:18]=[CH:17][CH:16]=1)[C@@H:10]([OH:12])[CH3:11])([C:4]([CH3:7])([CH3:6])[CH3:5])([CH3:3])[CH3:2].[Si:21]([O:28][C@@H:29]([CH3:40])[C@@H:30]([OH:39])/[CH:31]=[CH:32]/[C:33]1[CH:38]=[CH:37][CH:36]=[CH:35][CH:34]=1)([C:24]([CH3:27])([CH3:26])[CH3:25])([CH3:23])[CH3:22].